This data is from Full USPTO retrosynthesis dataset with 1.9M reactions from patents (1976-2016). The task is: Predict the reactants needed to synthesize the given product. (1) Given the product [NH2:28][CH:18]1[C:17](=[O:39])[NH:16][C:15]2[C:10]([CH2:9][OH:8])=[CH:11][CH:12]=[CH:13][C:14]=2[C:20]([C:21]2[CH:26]=[CH:25][CH:24]=[C:23]([F:27])[CH:22]=2)=[N:19]1, predict the reactants needed to synthesize it. The reactants are: [Si]([O:8][CH2:9][C:10]1[C:15]2[NH:16][C:17](=[O:39])[CH:18]([NH:28]C(=O)OCC3C=CC=CC=3)[N:19]=[C:20]([C:21]3[CH:26]=[CH:25][CH:24]=[C:23]([F:27])[CH:22]=3)[C:14]=2[CH:13]=[CH:12][CH:11]=1)(C(C)(C)C)(C)C.CC(O)=O.CCOCC. (2) Given the product [ClH:21].[Cl:21][CH2:14][C:13]1[C:4]([NH:3][CH2:1][CH3:2])=[N:5][C:6]2[C:11]([CH:12]=1)=[CH:10][C:9]([O:16][CH3:17])=[C:8]([F:18])[CH:7]=2, predict the reactants needed to synthesize it. The reactants are: [CH2:1]([NH:3][C:4]1[C:13]([CH2:14]O)=[CH:12][C:11]2[C:6](=[CH:7][C:8]([F:18])=[C:9]([O:16][CH3:17])[CH:10]=2)[N:5]=1)[CH3:2].O=S(Cl)[Cl:21]. (3) Given the product [Cl:26][C:22]1[C:23](=[O:25])[NH:24][C:19](/[C:12](/[C:9]2[CH:10]=[CH:11][C:6]([NH:5][C:2]([NH2:3])=[O:1])=[CH:7][CH:8]=2)=[CH:13]/[CH:14]2[CH2:15][CH2:16][CH2:17][CH2:18]2)=[CH:20][CH:21]=1, predict the reactants needed to synthesize it. The reactants are: [O-:1][C:2]#[N:3].[K+].[NH2:5][C:6]1[CH:11]=[CH:10][C:9](/[C:12](/[C:19]2[NH:24][C:23](=[O:25])[C:22]([Cl:26])=[CH:21][CH:20]=2)=[CH:13]\[CH:14]2[CH2:18][CH2:17][CH2:16][CH2:15]2)=[CH:8][CH:7]=1.C(=O)(O)[O-].[Na+].C(OCC)(=O)C. (4) Given the product [F:1][C:2]1[CH:7]=[CH:6][C:5]([CH:8]2[N:13]3[N:14]=[C:15]([NH2:17])[N:16]=[C:12]3[CH2:11][N:10]([S:32]([CH3:35])(=[O:34])=[O:33])[CH2:9]2)=[CH:4][CH:3]=1, predict the reactants needed to synthesize it. The reactants are: [F:1][C:2]1[CH:7]=[CH:6][C:5]([CH:8]2[N:13]3[N:14]=[C:15]([N:17](C(OC(C)(C)C)=O)C(OC(C)(C)C)=O)[N:16]=[C:12]3[CH2:11][N:10]([S:32]([CH3:35])(=[O:34])=[O:33])[CH2:9]2)=[CH:4][CH:3]=1.C(O)(C(F)(F)F)=O. (5) Given the product [C:1]([OH:2])([C:13]([F:16])([F:15])[F:14])=[O:4].[OH2:25].[Cl:7][C:8]1[N:12]([CH2:18][C:19]2[N:20]=[C:21]3[S:28][C:27]([CH3:29])=[C:26]([C:30]([NH:32][CH2:33][CH3:34])=[O:31])[N:22]3[C:23](=[O:25])[CH:24]=2)[N:11]=[C:10]([C:13]([F:16])([F:15])[F:14])[CH:9]=1, predict the reactants needed to synthesize it. The reactants are: [C:1](=[O:4])([O-])[O-:2].[K+].[K+].[Cl:7][C:8]1[NH:12][N:11]=[C:10]([C:13]([F:16])([F:15])[F:14])[CH:9]=1.Cl[CH2:18][C:19]1[N:20]=[C:21]2[S:28][C:27]([CH3:29])=[C:26]([C:30]([NH:32][CH2:33][CH3:34])=[O:31])[N:22]2[C:23](=[O:25])[CH:24]=1. (6) Given the product [NH2:1][C:2]1[C:7]([C:8]#[N:9])=[C:6]([O:10][CH2:11][CH3:12])[N:5]=[C:4]([C:13]([NH:47][CH2:48][CH:49]2[CH2:54][CH2:53][N:52]([C:55]([O:57][C:58]([CH3:61])([CH3:60])[CH3:59])=[O:56])[CH2:51][CH2:50]2)=[O:15])[CH:3]=1, predict the reactants needed to synthesize it. The reactants are: [NH2:1][C:2]1[C:7]([C:8]#[N:9])=[C:6]([O:10][CH2:11][CH3:12])[N:5]=[C:4]([C:13]([OH:15])=O)[CH:3]=1.C(N=C=NCCCN(C)C)C.O.ON1C2C=CC=CC=2N=N1.C(N(C(C)C)CC)(C)C.[NH2:47][CH2:48][CH:49]1[CH2:54][CH2:53][N:52]([C:55]([O:57][C:58]([CH3:61])([CH3:60])[CH3:59])=[O:56])[CH2:51][CH2:50]1.